From a dataset of Forward reaction prediction with 1.9M reactions from USPTO patents (1976-2016). Predict the product of the given reaction. Given the reactants [C:1]([O:5][C:6](=[O:22])[NH:7][C:8]1[CH:13]=[CH:12][C:11]([C:14]2[CH:19]=[CH:18][CH:17]=[C:16]([CH3:20])[CH:15]=2)=[CH:10][C:9]=1[NH2:21])([CH3:4])([CH3:3])[CH3:2].CC1(C)[O:29][C:28]([C:30]2[CH:31]=[C:32]([CH:35]=[CH:36][CH:37]=2)[C:33]#[N:34])=[CH:27][C:26](=O)[O:25]1, predict the reaction product. The product is: [C:1]([O:5][C:6](=[O:22])[NH:7][C:8]1[CH:13]=[CH:12][C:11]([C:14]2[CH:19]=[CH:18][CH:17]=[C:16]([CH3:20])[CH:15]=2)=[CH:10][C:9]=1[NH:21][C:26](=[O:25])[CH2:27][C:28]([C:30]1[CH:37]=[CH:36][CH:35]=[C:32]([C:33]#[N:34])[CH:31]=1)=[O:29])([CH3:4])([CH3:2])[CH3:3].